Dataset: Reaction yield outcomes from USPTO patents with 853,638 reactions. Task: Predict the reaction yield, written as a fraction of the theoretical maximum amount of product (1.0 means a 100% yield; for example, 0.34 means a 34% yield). (1) The yield is 0.990. The catalyst is C(Cl)Cl. The product is [ClH:25].[ClH:25].[CH3:17][C@H:16]1[C:9]2[C:8]([N:7]3[CH2:6][CH2:5][NH:4][CH2:3][C@@H:2]3[CH3:1])=[N:13][CH:12]=[N:11][C:10]=2[CH2:14][CH2:15]1. The reactants are [CH3:1][C@@H:2]1[N:7]([C:8]2[C:9]3[C@H:16]([CH3:17])[CH2:15][CH2:14][C:10]=3[N:11]=[CH:12][N:13]=2)[CH2:6][CH2:5][N:4](C(OC(C)(C)C)=O)[CH2:3]1.[ClH:25]. (2) The reactants are [Cl:1][C:2]1[CH:7]=[CH:6][C:5]([F:8])=[CH:4][C:3]=1[C@H:9]1[CH2:13][CH2:12][CH2:11][N:10]1[C:14]1[CH:19]=[CH:18][N:17]2[N:20]=[CH:21][C:22]([NH:23][C:24]([N:26]3[CH2:29][CH:28]([OH:30])[CH2:27]3)=[O:25])=[C:16]2[N:15]=1.[S:31](=[O:35])(=[O:34])([OH:33])[OH:32]. The catalyst is CO. The product is [S:31]([OH:35])([OH:34])(=[O:33])=[O:32].[Cl:1][C:2]1[CH:7]=[CH:6][C:5]([F:8])=[CH:4][C:3]=1[C@H:9]1[CH2:13][CH2:12][CH2:11][N:10]1[C:14]1[CH:19]=[CH:18][N:17]2[N:20]=[CH:21][C:22]([NH:23][C:24]([N:26]3[CH2:29][CH:28]([OH:30])[CH2:27]3)=[O:25])=[C:16]2[N:15]=1. The yield is 0.734. (3) The reactants are [NH2:1][C:2]1[C:3]([NH:13][CH2:14][CH2:15][CH2:16][CH2:17][OH:18])=[C:4]([CH:9]=[CH:10][C:11]=1[Cl:12])[C:5]([O:7][CH3:8])=[O:6].[Cl:19][C:20]1[C:21]([N:27]=[C:28]=[S:29])=[N:22][CH:23]=[C:24]([Cl:26])[CH:25]=1. The catalyst is O1CCCC1. The product is [Cl:12][C:11]1[CH:10]=[CH:9][C:4]([C:5]([O:7][CH3:8])=[O:6])=[C:3]([NH:13][CH2:14][CH2:15][CH2:16][CH2:17][OH:18])[C:2]=1[NH:1][C:28](=[S:29])[NH:27][C:21]1[C:20]([Cl:19])=[CH:25][C:24]([Cl:26])=[CH:23][N:22]=1. The yield is 0.790. (4) The reactants are [CH2:1]([N:4]1[CH2:9][CH2:8][O:7][CH:6]([C:10]2[CH:15]=[CH:14][C:13]([OH:16])=[CH:12][CH:11]=2)[CH2:5]1)[CH2:2][CH3:3].[NH4+].[OH-].[N+:19]([O-])([OH:21])=[O:20].O. The catalyst is O. The product is [N+:19]([C:12]1[CH:11]=[C:10]([CH:6]2[O:7][CH2:8][CH2:9][N:4]([CH2:1][CH2:2][CH3:3])[CH2:5]2)[CH:15]=[CH:14][C:13]=1[OH:16])([O-:21])=[O:20]. The yield is 0.790.